From a dataset of Catalyst prediction with 721,799 reactions and 888 catalyst types from USPTO. Predict which catalyst facilitates the given reaction. (1) The catalyst class is: 1. Reactant: [Br:1][C:2]1[C:3]([F:12])=[CH:4][C:5]([F:11])=[C:6]([C:8](=O)[CH3:9])[CH:7]=1.[CH3:13][C:14]([S@:17]([NH2:19])=[O:18])([CH3:16])[CH3:15].O. Product: [Br:1][C:2]1[C:3]([F:12])=[CH:4][C:5]([F:11])=[C:6]([C:8](=[N:19][S@@:17]([C:14]([CH3:16])([CH3:15])[CH3:13])=[O:18])[CH3:9])[CH:7]=1. (2) Reactant: [OH:1][C@@H:2]([C:23]1[CH:28]=[CH:27][CH:26]=[CH:25][N:24]=1)[CH2:3][N:4]([CH2:6][C:7]1[S:22][C:10]2[N:11]([CH3:21])[CH:12]=[C:13]([C:16](OCC)=[O:17])[C:14](=[O:15])[C:9]=2[CH:8]=1)[CH3:5].C[O-].[Na+].[C:32]([C:34]1[CH:41]=[CH:40][C:37]([CH2:38][NH2:39])=[CH:36][CH:35]=1)#[N:33]. Product: [C:32]([C:34]1[CH:41]=[CH:40][C:37]([CH2:38][NH:39][C:16]([C:13]2[C:14](=[O:15])[C:9]3[CH:8]=[C:7]([CH2:6][N:4]([CH2:3][C@@H:2]([OH:1])[C:23]4[CH:28]=[CH:27][CH:26]=[CH:25][N:24]=4)[CH3:5])[S:22][C:10]=3[N:11]([CH3:21])[CH:12]=2)=[O:17])=[CH:36][CH:35]=1)#[N:33]. The catalyst class is: 5.